From a dataset of Full USPTO retrosynthesis dataset with 1.9M reactions from patents (1976-2016). Predict the reactants needed to synthesize the given product. (1) Given the product [F:36][C:37]([F:56])([F:55])[S:38]([O:26][C:18]1[C:19]([CH2:21][S:22]([CH3:25])(=[O:23])=[O:24])=[CH:20][C:10]2[O:9][C:8]([C:5]3[CH:6]=[CH:7][C:2]([F:1])=[CH:3][CH:4]=3)=[C:12]([C:13](=[O:14])[NH:15][CH3:16])[C:11]=2[CH:17]=1)(=[O:40])=[O:39], predict the reactants needed to synthesize it. The reactants are: [F:1][C:2]1[CH:7]=[CH:6][C:5]([C:8]2[O:9][C:10]3[CH:20]=[C:19]([CH2:21][S:22]([CH3:25])(=[O:24])=[O:23])[C:18]([OH:26])=[CH:17][C:11]=3[C:12]=2[C:13]([NH:15][CH3:16])=[O:14])=[CH:4][CH:3]=1.CCN(C(C)C)C(C)C.[F:36][C:37]([F:56])([F:55])[S:38](N(C1C=CC=CC=1)[S:38]([C:37]([F:56])([F:55])[F:36])(=[O:40])=[O:39])(=[O:40])=[O:39]. (2) The reactants are: [CH2:1]([CH:3]([CH2:20][CH3:21])[CH2:4][CH:5]1[CH2:8][CH:7]([C:9]([O:11]CC)=[O:10])[CH:6]1N1CCCCC1)[CH3:2].C1(C)C=CC(S(OC)(=O)=O)=CC=1. Given the product [CH2:20]([CH:3]([CH2:1][CH3:2])[CH2:4][CH:5]1[CH2:8][C:7]([C:9]([OH:11])=[O:10])=[CH:6]1)[CH3:21], predict the reactants needed to synthesize it. (3) Given the product [CH3:15][O:14][C:11]1[CH:10]=[CH:9][C:8]([CH2:7][O:6][CH:1]2[CH2:5][CH:4]3[CH:3]([O:24]3)[CH2:2]2)=[CH:13][CH:12]=1, predict the reactants needed to synthesize it. The reactants are: [CH:1]1([O:6][CH2:7][C:8]2[CH:13]=[CH:12][C:11]([O:14][CH3:15])=[CH:10][CH:9]=2)[CH2:5][CH:4]=[CH:3][CH2:2]1.ClC1C=C(C(OO)=[O:24])C=CC=1. (4) Given the product [CH3:1][O:2][C:3]([C:4]1[N:13]=[CH:14][N:25]([C:24]2[CH:26]=[CH:27][CH:28]=[C:22]([N:19]3[CH2:20][CH2:21][O:16][CH2:17][CH2:18]3)[CH:23]=2)[C:5]=1[C:6]1[CH:11]=[CH:10][CH:9]=[CH:8][CH:7]=1)=[O:15], predict the reactants needed to synthesize it. The reactants are: [CH3:1][O:2][C:3](=[O:15])[C:4]([N+:13]#[C-:14])=[C:5](Br)[C:6]1[CH:11]=[CH:10][CH:9]=[CH:8][CH:7]=1.[O:16]1[CH2:21][CH2:20][N:19]([C:22]2[CH:23]=[C:24]([CH:26]=[CH:27][CH:28]=2)[NH2:25])[CH2:18][CH2:17]1.C(N(CC)CC)C.C(=O)(O)[O-].[Na+]. (5) Given the product [CH2:22]([CH:24]([C:27]1[C:28]2[N:29]([C:34]([C:3]3[S:4][C:5]4[C:6](=[N:7][CH:8]=[CH:9][CH:10]=4)[C:2]=3[CH3:1])=[C:35]([CH3:37])[N:36]=2)[N:30]=[C:31]([CH3:33])[CH:32]=1)[CH2:25][CH3:26])[CH3:23], predict the reactants needed to synthesize it. The reactants are: [CH3:1][C:2]1[C:6]2=[N:7][CH:8]=[CH:9][CH:10]=[C:5]2[S:4][CH:3]=1.[Li]CCCC.CCCCCC.[CH2:22]([CH:24]([C:27]1[C:28]2[N:29]([C:34](I)=[C:35]([CH3:37])[N:36]=2)[N:30]=[C:31]([CH3:33])[CH:32]=1)[CH2:25][CH3:26])[CH3:23].